From a dataset of Retrosynthesis with 50K atom-mapped reactions and 10 reaction types from USPTO. Predict the reactants needed to synthesize the given product. (1) Given the product FC(F)(F)c1ccc(C=C2c3ccccc3CCc3cc(Cl)ccc32)cc1, predict the reactants needed to synthesize it. The reactants are: Clc1ccc2c(c1)CCc1ccccc1C2=CBr.OB(O)c1ccc(C(F)(F)F)cc1. (2) Given the product CCOC(=O)Cc1cc(CO)c(C)o1, predict the reactants needed to synthesize it. The reactants are: CCOC(=O)Cc1cc(CO[Si](C(C)C)(C(C)C)C(C)C)c(C)o1. (3) Given the product CC(C)C[C@@H](C(=O)O)N1CC(Oc2cccc3c2CCCC3)=CC1=O, predict the reactants needed to synthesize it. The reactants are: COC(=O)[C@H](CC(C)C)N1CC(Oc2cccc3c2CCCC3)=CC1=O.